From a dataset of Full USPTO retrosynthesis dataset with 1.9M reactions from patents (1976-2016). Predict the reactants needed to synthesize the given product. (1) Given the product [OH:25][CH2:24][CH2:26][NH:27][C:20]([C:17]1[S:16][C:15](/[CH:14]=[CH:13]/[C:12]2[C:8]([C:5]3[CH:4]=[CH:3][C:2]([F:1])=[CH:7][N:6]=3)=[N:9][O:10][C:11]=2[CH3:23])=[N:19][CH:18]=1)=[O:22], predict the reactants needed to synthesize it. The reactants are: [F:1][C:2]1[CH:3]=[CH:4][C:5]([C:8]2[C:12](/[CH:13]=[CH:14]/[C:15]3[S:16][C:17]([C:20]([OH:22])=O)=[CH:18][N:19]=3)=[C:11]([CH3:23])[O:10][N:9]=2)=[N:6][CH:7]=1.[CH2:24]([CH2:26][NH2:27])[OH:25]. (2) Given the product [C:19]([C:23]1[CH:24]=[C:25]([C:2]2[CH:11]=[C:10]([C:12]([CH3:15])([CH3:14])[CH3:13])[C:9]([OH:16])=[C:4]([C:5]([OH:7])=[O:6])[C:3]=2[CH3:18])[CH:26]=[C:27]([CH3:29])[CH:28]=1)([CH3:22])([CH3:21])[CH3:20], predict the reactants needed to synthesize it. The reactants are: Br[C:2]1[C:3]([CH3:18])=[C:4]([C:9]([O:16]C)=[C:10]([C:12]([CH3:15])([CH3:14])[CH3:13])[CH:11]=1)[C:5]([O:7]C)=[O:6].[C:19]([C:23]1[CH:24]=[C:25](B(O)O)[CH:26]=[C:27]([CH3:29])[CH:28]=1)([CH3:22])([CH3:21])[CH3:20].